Dataset: Catalyst prediction with 721,799 reactions and 888 catalyst types from USPTO. Task: Predict which catalyst facilitates the given reaction. (1) Reactant: [Cl:1][C:2]1[N:6]2[CH:7]=[C:8]([CH:15]3[CH2:19][CH2:18][CH2:17][CH2:16]3)[CH:9]=[C:10]([C:11]([F:14])([F:13])[F:12])[C:5]2=[N:4][C:3]=1[C:20]([O:22]C)=[O:21].O.[OH-].[Na+].Cl. Product: [Cl:1][C:2]1[N:6]2[CH:7]=[C:8]([CH:15]3[CH2:19][CH2:18][CH2:17][CH2:16]3)[CH:9]=[C:10]([C:11]([F:13])([F:12])[F:14])[C:5]2=[N:4][C:3]=1[C:20]([OH:22])=[O:21]. The catalyst class is: 7. (2) Reactant: [Br:1][C:2]1[C:3]([C:12](N(OC)C)=[O:13])=[CH:4][C:5]([C:8]([F:11])([F:10])[F:9])=[N:6][CH:7]=1.CC(C[AlH]CC(C)C)C.C1(C)C=CC=CC=1. Product: [Br:1][C:2]1[C:3]([CH:12]=[O:13])=[CH:4][C:5]([C:8]([F:9])([F:10])[F:11])=[N:6][CH:7]=1. The catalyst class is: 49. (3) Reactant: [C:1]([O:5][C:6]([N:8]1[CH2:12][CH2:11][CH2:10][C@@H:9]1[C@@H:13]([OH:41])[C@@H:14]([N:24](CC1C=CC=CC=1C)CC1C=CC=CC=1C)[CH2:15][C:16]1[CH:21]=[C:20]([F:22])[CH:19]=[C:18]([F:23])[CH:17]=1)=[O:7])([CH3:4])([CH3:3])[CH3:2].[H][H]. Product: [C:1]([O:5][C:6]([N:8]1[CH2:12][CH2:11][CH2:10][C@@H:9]1[C@@H:13]([OH:41])[C@@H:14]([NH2:24])[CH2:15][C:16]1[CH:21]=[C:20]([F:22])[CH:19]=[C:18]([F:23])[CH:17]=1)=[O:7])([CH3:4])([CH3:2])[CH3:3]. The catalyst class is: 43. (4) Reactant: [F:1][C:2]1[CH:10]=[C:9]2[C:5]([C:6]([C:20]3[CH:21]=[N:22][NH:23][CH:24]=3)=[CH:7][N:8]2[S:11]([C:14]2[CH:19]=[CH:18][CH:17]=[CH:16][CH:15]=2)(=[O:13])=[O:12])=[CH:4][CH:3]=1.[C:25]([O:29][C:30]([CH3:33])([CH3:32])[CH3:31])(=[O:28])[CH:26]=[CH2:27].C([O-])([O-])=O.[Cs+].[Cs+]. The catalyst class is: 23. Product: [F:1][C:2]1[CH:10]=[C:9]2[C:5]([C:6]([C:20]3[CH:24]=[N:23][N:22]([CH2:27][CH2:26][C:25]([O:29][C:30]([CH3:33])([CH3:32])[CH3:31])=[O:28])[CH:21]=3)=[CH:7][N:8]2[S:11]([C:14]2[CH:15]=[CH:16][CH:17]=[CH:18][CH:19]=2)(=[O:12])=[O:13])=[CH:4][CH:3]=1. (5) Reactant: FC(F)(S(O[C:17]1[CH:26]=[CH:25][C:24]2[C:19](=[CH:20][C:21]([O:27][CH:28]([C:31]([NH:33][C:34]([CH3:39])([CH3:38])[CH2:35][O:36][CH3:37])=[O:32])[CH2:29][CH3:30])=[CH:22][CH:23]=2)[CH:18]=1)(=O)=O)C(F)(F)C(F)(F)C(F)(F)F.[Cl-].[Li+].[CH2:43]([Sn](CCCC)(CCCC)C=C)[CH2:44]CC.[Na+].[Cl-]. Product: [CH:43]([C:17]1[CH:18]=[C:19]2[C:24]([CH:23]=[CH:22][C:21]([O:27][CH:28]([CH2:29][CH3:30])[C:31]([NH:33][C:34]([CH3:39])([CH3:38])[CH2:35][O:36][CH3:37])=[O:32])=[CH:20]2)=[CH:25][CH:26]=1)=[CH2:44]. The catalyst class is: 9. (6) Reactant: [C:1]([O:5][C:6]([NH:8][CH2:9][C:10]1[CH:11]=[CH:12][C:13]([N+:20]([O-])=O)=[C:14]([CH:19]=1)[C:15]([O:17][CH3:18])=[O:16])=[O:7])([CH3:4])([CH3:3])[CH3:2].C([O-])=O.[NH4+]. Product: [NH2:20][C:13]1[CH:12]=[CH:11][C:10]([CH2:9][NH:8][C:6]([O:5][C:1]([CH3:4])([CH3:3])[CH3:2])=[O:7])=[CH:19][C:14]=1[C:15]([O:17][CH3:18])=[O:16]. The catalyst class is: 50.